Task: Predict the product of the given reaction.. Dataset: Forward reaction prediction with 1.9M reactions from USPTO patents (1976-2016) Given the reactants [F:1][C:2]1[CH:11]=[C:10]2[C:5]([N:6]=[CH:7][C:8](=[O:30])[N:9]2[CH2:12][CH2:13][N:14]2[CH2:19][CH2:18][C:17](=O)[CH:16]([CH2:21][NH:22][C:23](=[O:29])[O:24][C:25]([CH3:28])([CH3:27])[CH3:26])[CH2:15]2)=[CH:4][CH:3]=1.[O:31]1[C:40]2[CH:39]=[C:38]([CH2:41][NH2:42])[N:37]=[CH:36][C:35]=2[O:34][CH2:33][CH2:32]1.O1C2C=C(CO)N=CC=2OCC1.C1(P(N=[N+]=[N-])(C2C=CC=CC=2)=O)C=CC=CC=1.N12CCCN=C1CCCCC2.[N-]=[N+]=[N-].C(O[BH-](OC(=O)C)OC(=O)C)(=O)C.[Na+].[BH4-].C(=O)(O)[O-].[Na+], predict the reaction product. The product is: [O:31]1[C:40]2[CH:39]=[C:38]([CH2:41][NH:42][CH:17]3[CH2:18][CH2:19][N:14]([CH2:13][CH2:12][N:9]4[C:10]5[C:5](=[CH:4][CH:3]=[C:2]([F:1])[CH:11]=5)[N:6]=[CH:7][C:8]4=[O:30])[CH2:15][CH:16]3[CH2:21][NH:22][C:23](=[O:29])[O:24][C:25]([CH3:26])([CH3:27])[CH3:28])[N:37]=[CH:36][C:35]=2[O:34][CH2:33][CH2:32]1.